From a dataset of Forward reaction prediction with 1.9M reactions from USPTO patents (1976-2016). Predict the product of the given reaction. (1) Given the reactants Br[C:2]1[CH:3]=[C:4]2[C:8](=[CH:9][CH:10]=1)[NH:7][C:6]([C:11]([NH2:13])=[O:12])=[C:5]2[S:14]([N:17]1[CH2:22][CH2:21][O:20][CH2:19][CH2:18]1)(=[O:16])=[O:15].[C:23]1(C)C=CC=C[C:24]=1P(C1C=CC=CC=1C)C1C=CC=CC=1C.C(N(CC)CC)C.C=C, predict the reaction product. The product is: [N:17]1([S:14]([C:5]2[C:4]3[C:8](=[CH:9][CH:10]=[C:2]([CH:23]=[CH2:24])[CH:3]=3)[NH:7][C:6]=2[C:11]([NH2:13])=[O:12])(=[O:16])=[O:15])[CH2:22][CH2:21][O:20][CH2:19][CH2:18]1. (2) Given the reactants O=S(Cl)Cl.[Cl:5][C:6]1[C:14]([I:15])=[CH:13][C:9]([C:10]([OH:12])=O)=[CH:8][N:7]=1.[F:16][C:17]([F:27])([F:26])[O:18][C:19]1[CH:25]=[CH:24][C:22]([NH2:23])=[CH:21][CH:20]=1.CCN(C(C)C)C(C)C, predict the reaction product. The product is: [Cl:5][C:6]1[C:14]([I:15])=[CH:13][C:9]([C:10]([NH:23][C:22]2[CH:24]=[CH:25][C:19]([O:18][C:17]([F:16])([F:26])[F:27])=[CH:20][CH:21]=2)=[O:12])=[CH:8][N:7]=1. (3) Given the reactants Cl.[CH:2]1([CH2:5][O:6][C:7]2[CH:12]=[CH:11][C:10]([CH:13]([F:15])[F:14])=[CH:9][C:8]=2[C:16]2[C:17]3[NH:24][C:23]([CH3:25])=[C:22]([C:26]([NH:28][CH:29]4[CH2:34][CH2:33][NH:32][CH2:31][CH2:30]4)=[O:27])[C:18]=3[N:19]=[CH:20][N:21]=2)[CH2:4][CH2:3]1.[C:35](Cl)(=[O:38])[CH2:36][CH3:37], predict the reaction product. The product is: [CH:2]1([CH2:5][O:6][C:7]2[CH:12]=[CH:11][C:10]([CH:13]([F:14])[F:15])=[CH:9][C:8]=2[C:16]2[C:17]3[NH:24][C:23]([CH3:25])=[C:22]([C:26]([NH:28][CH:29]4[CH2:30][CH2:31][N:32]([C:35](=[O:38])[CH2:36][CH3:37])[CH2:33][CH2:34]4)=[O:27])[C:18]=3[N:19]=[CH:20][N:21]=2)[CH2:4][CH2:3]1. (4) Given the reactants [F:1][C:2]1[C:7]([F:8])=[CH:6][CH:5]=[CH:4][C:3]=1[CH2:9][N:10]1[C:15](=[O:16])[C:14]([C:17]([O:19]C)=O)=[C:13]([OH:21])[C@@:12]2([CH3:25])[CH2:22][CH2:23][CH2:24][N:11]12.[Br:26][C:27]1[CH:33]=[CH:32][C:30]([NH2:31])=[C:29]([I:34])[CH:28]=1, predict the reaction product. The product is: [Br:26][C:27]1[CH:33]=[CH:32][C:30]([NH:31][C:17]([C:14]2[C:15](=[O:16])[N:10]([CH2:9][C:3]3[CH:4]=[CH:5][CH:6]=[C:7]([F:8])[C:2]=3[F:1])[N:11]3[CH2:24][CH2:23][CH2:22][C@:12]3([CH3:25])[C:13]=2[OH:21])=[O:19])=[C:29]([I:34])[CH:28]=1. (5) The product is: [F:16][C:4]1[C:3]([O:17][CH3:18])=[C:2]([NH:1][C:20]2[N:25]=[C:24]([NH:26][CH3:27])[C:23]([C:28]([F:31])([F:29])[F:30])=[CH:22][N:21]=2)[CH:7]=[CH:6][C:5]=1[C:8]([N:10]1[CH2:11][CH2:12][O:13][CH2:14][CH2:15]1)=[O:9]. Given the reactants [NH2:1][C:2]1[CH:7]=[CH:6][C:5]([C:8]([N:10]2[CH2:15][CH2:14][O:13][CH2:12][CH2:11]2)=[O:9])=[C:4]([F:16])[C:3]=1[O:17][CH3:18].Cl[C:20]1[N:25]=[C:24]([NH:26][CH3:27])[C:23]([C:28]([F:31])([F:30])[F:29])=[CH:22][N:21]=1.C(O)(C(F)(F)F)=O, predict the reaction product. (6) Given the reactants C(OC([N:8]1[CH2:12][CH2:11][CH2:10][C:9]1([CH2:24][CH2:25][CH3:26])[C:13]([C:15]1[CH:16]=[C:17]2[CH:23]=[CH:22][NH:21][C:18]2=[N:19][CH:20]=1)=[O:14])=O)(C)(C)C, predict the reaction product. The product is: [CH2:24]([C:9]1([C:13]([C:15]2[CH:16]=[C:17]3[CH:23]=[CH:22][NH:21][C:18]3=[N:19][CH:20]=2)=[O:14])[CH2:10][CH2:11][CH2:12][NH:8]1)[CH2:25][CH3:26]. (7) Given the reactants [N:1]1[C:10]2[C:5](=[CH:6][C:7]([C:11]([OH:13])=O)=[CH:8][CH:9]=2)[CH:4]=[CH:3][CH:2]=1.C(C1NC=CN=1)(C1NC=CN=1)=O.[CH3:26][NH:27][O:28][CH3:29], predict the reaction product. The product is: [CH3:29][O:28][N:27]([CH3:26])[C:11]([C:7]1[CH:6]=[C:5]2[C:10](=[CH:9][CH:8]=1)[N:1]=[CH:2][CH:3]=[CH:4]2)=[O:13]. (8) Given the reactants [Cl:1][C:2]1[CH:7]=[C:6]([C:8]([NH:10][C:11]([NH:13][C:14]2[CH:19]=[CH:18][C:17]([F:20])=[C:16]([F:21])[CH:15]=2)=[S:12])=[O:9])[CH:5]=[C:4]([CH3:22])[N:3]=1.[H-].[Na+].[CH3:25]I, predict the reaction product. The product is: [Cl:1][C:2]1[CH:7]=[C:6]([C:8]([NH:10][C:11](=[N:13][C:14]2[CH:19]=[CH:18][C:17]([F:20])=[C:16]([F:21])[CH:15]=2)[S:12][CH3:25])=[O:9])[CH:5]=[C:4]([CH3:22])[N:3]=1.